This data is from Reaction yield outcomes from USPTO patents with 853,638 reactions. The task is: Predict the reaction yield, written as a fraction of the theoretical maximum amount of product (1.0 means a 100% yield; for example, 0.34 means a 34% yield). (1) The reactants are C([N:5]([CH2:9][CH2:10][C:11]([NH:13][NH:14][C:15]([C@@H:17]1[CH2:23][CH2:22][C@@H:21]2[CH2:24][N:18]1[C:19](=[O:30])[N:20]2[O:25][S:26]([OH:29])(=[O:28])=[O:27])=[O:16])=[O:12])C(=O)[O-])(C)(C)C.[NH+]1C=CC=CC=1.FC(F)(F)C(O)=O. No catalyst specified. The product is [NH2:5][CH2:9][CH2:10][C:11]([NH:13][NH:14][C:15]([C@@H:17]1[CH2:23][CH2:22][C@@H:21]2[CH2:24][N:18]1[C:19](=[O:30])[N:20]2[O:25][S:26]([OH:29])(=[O:27])=[O:28])=[O:16])=[O:12]. The yield is 0.723. (2) The reactants are [C:1]1([C:19]2[CH:24]=[CH:23][CH:22]=[CH:21][CH:20]=2)[CH:6]=[CH:5][C:4]([C:7]([N:9]2[CH2:12][CH:11]([C:13]3[CH:18]=[CH:17][N:16]=[CH:15][CH:14]=3)[CH2:10]2)=[O:8])=[CH:3][CH:2]=1.Cl. The catalyst is [Pd].C(O)C. The product is [C:1]1([C:19]2[CH:20]=[CH:21][CH:22]=[CH:23][CH:24]=2)[CH:2]=[CH:3][C:4]([C:7]([N:9]2[CH2:10][CH:11]([CH:13]3[CH2:18][CH2:17][NH:16][CH2:15][CH2:14]3)[CH2:12]2)=[O:8])=[CH:5][CH:6]=1. The yield is 1.00. (3) The reactants are [NH2:1][C:2]1[CH:7]=[CH:6][C:5]([N:8]2[CH2:13][CH2:12][N:11]([CH3:14])[CH2:10][CH2:9]2)=[CH:4][CH:3]=1.C1(P(C2CCCCC2)C2C=CC=CC=2C2C(C(C)C)=CC(C(C)C)=CC=2C(C)C)CCCCC1.CC(C)([O-])C.[Na+].I[C:56]1[N:72]=[C:59]2[CH:60]=[CH:61][CH:62]=[C:63]([C:64]3[CH:69]=[CH:68][C:67]([O:70][CH3:71])=[CH:66][CH:65]=3)[N:58]2[N:57]=1.N#N.C(O)(=O)C. The catalyst is CN(C)C=O. The product is [CH3:71][O:70][C:67]1[CH:66]=[CH:65][C:64]([C:63]2[N:58]3[N:57]=[C:56]([NH:1][C:2]4[CH:3]=[CH:4][C:5]([N:8]5[CH2:9][CH2:10][N:11]([CH3:14])[CH2:12][CH2:13]5)=[CH:6][CH:7]=4)[N:72]=[C:59]3[CH:60]=[CH:61][CH:62]=2)=[CH:69][CH:68]=1. The yield is 0.300.